This data is from Full USPTO retrosynthesis dataset with 1.9M reactions from patents (1976-2016). The task is: Predict the reactants needed to synthesize the given product. Given the product [N+:11]([C:4]1[CH:3]=[C:2]([N:54]2[CH2:59][CH2:58][O:57][CH2:56][CH2:55]2)[CH:7]=[C:6]([N+:8]([O-:10])=[O:9])[CH:5]=1)([O-:13])=[O:12], predict the reactants needed to synthesize it. The reactants are: Br[C:2]1[CH:7]=[C:6]([N+:8]([O-:10])=[O:9])[CH:5]=[C:4]([N+:11]([O-:13])=[O:12])[CH:3]=1.CC(C1C=C(C(C)C)C(C2C=CC=CC=2P(C2CCCCC2)C2CCCCC2)=C(C(C)C)C=1)C.C(=O)([O-])[O-].[K+].[K+].[NH:54]1[CH2:59][CH2:58][O:57][CH2:56][CH2:55]1.